Dataset: NCI-60 drug combinations with 297,098 pairs across 59 cell lines. Task: Regression. Given two drug SMILES strings and cell line genomic features, predict the synergy score measuring deviation from expected non-interaction effect. Drug 1: C(CCl)NC(=O)N(CCCl)N=O. Drug 2: B(C(CC(C)C)NC(=O)C(CC1=CC=CC=C1)NC(=O)C2=NC=CN=C2)(O)O. Cell line: K-562. Synergy scores: CSS=37.7, Synergy_ZIP=-1.10, Synergy_Bliss=-1.00, Synergy_Loewe=-0.950, Synergy_HSA=0.449.